Predict which catalyst facilitates the given reaction. From a dataset of Catalyst prediction with 721,799 reactions and 888 catalyst types from USPTO. Reactant: [NH2:1][C@H:2]([C:7]([OH:9])=[O:8])[CH2:3][CH:4]([CH3:6])[CH3:5].[CH3:10][O:11][CH2:12][CH2:13][O:14][C:15](Cl)=[O:16].O. Product: [CH3:10][O:11][CH2:12][CH2:13][O:14][C:15]([NH:1][C@H:2]([C:7]([OH:9])=[O:8])[CH2:3][CH:4]([CH3:6])[CH3:5])=[O:16]. The catalyst class is: 74.